Dataset: Forward reaction prediction with 1.9M reactions from USPTO patents (1976-2016). Task: Predict the product of the given reaction. (1) Given the reactants [NH2:1][C:2]1[S:3][CH:4]=[C:5]([CH2:7][NH:8][C:9]2[N:14]=[C:13]([CH3:15])[N:12]=[C:11]([NH:16][NH2:17])[C:10]=2[F:18])[N:6]=1.[CH:19]1([CH2:24][C@H:25]([CH2:29][N:30]([CH:38]=[O:39])[O:31][CH:32]2[CH2:37][CH2:36][CH2:35][CH2:34][O:33]2)[C:26](O)=[O:27])[CH2:23][CH2:22][CH2:21][CH2:20]1.C1C=NC2N(O)N=NC=2C=1.CN1CCOCC1.C(Cl)CCl, predict the reaction product. The product is: [NH2:1][C:2]1[S:3][CH:4]=[C:5]([CH2:7][NH:8][C:9]2[N:14]=[C:13]([CH3:15])[N:12]=[C:11]([NH:16][NH:17][C:26](=[O:27])[C@H:25]([CH2:24][CH:19]3[CH2:20][CH2:21][CH2:22][CH2:23]3)[CH2:29][N:30]([O:31][CH:32]3[CH2:37][CH2:36][CH2:35][CH2:34][O:33]3)[CH:38]=[O:39])[C:10]=2[F:18])[N:6]=1. (2) Given the reactants [CH3:1][O:2][C:3]([C:5]1[C:9]([CH2:10]Br)=[C:8]([C:12]2[CH:17]=[CH:16][C:15]([O:18][CH3:19])=[CH:14][CH:13]=2)[N:7]([C:20]2[CH:25]=[CH:24][C:23]([Cl:26])=[CH:22][C:21]=2[Cl:27])[N:6]=1)=[O:4].[CH3:28][NH:29][CH3:30], predict the reaction product. The product is: [CH3:1][O:2][C:3]([C:5]1[C:9]([CH2:10][N:29]([CH3:30])[CH3:28])=[C:8]([C:12]2[CH:17]=[CH:16][C:15]([O:18][CH3:19])=[CH:14][CH:13]=2)[N:7]([C:20]2[CH:25]=[CH:24][C:23]([Cl:26])=[CH:22][C:21]=2[Cl:27])[N:6]=1)=[O:4].